Task: Predict the reaction yield, written as a fraction of the theoretical maximum amount of product (1.0 means a 100% yield; for example, 0.34 means a 34% yield).. Dataset: Reaction yield outcomes from USPTO patents with 853,638 reactions (1) The reactants are [C:1]([O:5][C:6]([N:8]1[CH2:13][CH2:12][CH:11]([C:14]#[C:15][C:16]2[CH:17]=[C:18]([N:26]([CH2:33][CH3:34])[CH:27]3[CH2:32][CH2:31][O:30][CH2:29][CH2:28]3)[C:19]([CH3:25])=[C:20]([CH:24]=2)[C:21](O)=[O:22])[CH2:10][CH2:9]1)=[O:7])([CH3:4])([CH3:3])[CH3:2].C(N(CC)CC)C.[Cl-].[CH3:43][C:44]1[CH:49]=[C:48]([CH3:50])[NH:47][C:46](=[O:51])[C:45]=1[CH2:52][NH3+:53].C1C=CC2N(O)N=NC=2C=1.C(Cl)CCl. The catalyst is CS(C)=O. The product is [CH3:43][C:44]1[CH:49]=[C:48]([CH3:50])[NH:47][C:46](=[O:51])[C:45]=1[CH2:52][NH:53][C:21]([C:20]1[CH:24]=[C:16]([C:15]#[C:14][CH:11]2[CH2:12][CH2:13][N:8]([C:6]([O:5][C:1]([CH3:3])([CH3:4])[CH3:2])=[O:7])[CH2:9][CH2:10]2)[CH:17]=[C:18]([N:26]([CH2:33][CH3:34])[CH:27]2[CH2:32][CH2:31][O:30][CH2:29][CH2:28]2)[C:19]=1[CH3:25])=[O:22]. The yield is 0.980. (2) The reactants are [CH3:1][C:2]1([CH3:32])[CH2:7][C:6](=O)[CH2:5][C:4]([CH3:10])([CH3:9])[P:3]1[C:11]1[CH:16]=[CH:15][CH:14]=[CH:13][C:12]=1[C:17]1[C:22]([CH:23]([CH3:25])[CH3:24])=[CH:21][C:20]([CH:26]([CH3:28])[CH3:27])=[CH:19][C:18]=1[CH:29]([CH3:31])[CH3:30].O.NN.[OH-].[K+]. No catalyst specified. The product is [CH3:32][C:2]1([CH3:1])[CH2:7][CH2:6][CH2:5][C:4]([CH3:9])([CH3:10])[P:3]1[C:11]1[CH:16]=[CH:15][CH:14]=[CH:13][C:12]=1[C:17]1[C:18]([CH:29]([CH3:30])[CH3:31])=[CH:19][C:20]([CH:26]([CH3:28])[CH3:27])=[CH:21][C:22]=1[CH:23]([CH3:25])[CH3:24]. The yield is 0.940. (3) The reactants are C([O:9][C:10]1[CH:15]=[CH:14][C:13]([C:16]2[C:25]([CH2:26][O:27][C:28]3[CH:33]=[C:32]([F:34])[CH:31]=[CH:30][C:29]=3[CH3:35])=[C:24]3[C:19]([NH:20][C:21]([CH3:39])([CH3:38])[C:22](=[O:37])[N:23]3[CH3:36])=[CH:18][CH:17]=2)=[C:12]([O:40][CH3:41])[CH:11]=1)(=O)C1C=CC=CC=1.[OH-].[Na+].O.Cl. The catalyst is CO.O1CCCC1. The product is [F:34][C:32]1[CH:31]=[CH:30][C:29]([CH3:35])=[C:28]([CH:33]=1)[O:27][CH2:26][C:25]1[C:16]([C:13]2[CH:14]=[CH:15][C:10]([OH:9])=[CH:11][C:12]=2[O:40][CH3:41])=[CH:17][CH:18]=[C:19]2[C:24]=1[N:23]([CH3:36])[C:22](=[O:37])[C:21]([CH3:39])([CH3:38])[NH:20]2. The yield is 0.850. (4) The catalyst is ClCCl. The yield is 0.660. The reactants are [ClH:1].[CH2:2]([NH:6][C:7](=[O:41])[C:8]1[CH:13]=[CH:12][C:11]([C:14]2[S:18][C:17]3[CH:19]=[C:20]([O:23]C)[CH:21]=[CH:22][C:16]=3[C:15]=2[O:25][C:26]2[CH:31]=[CH:30][C:29]([O:32][CH2:33][CH2:34][N:35]3[CH2:40][CH2:39][CH2:38][CH2:37][CH2:36]3)=[CH:28][CH:27]=2)=[CH:10][CH:9]=1)[CH:3]([CH3:5])[CH3:4].B(Br)(Br)Br.C(C(C(C([O-])=O)O)O)([O-])=O.[K+].[Na+]. The product is [ClH:1].[OH:23][C:20]1[CH:21]=[CH:22][C:16]2[C:15]([O:25][C:26]3[CH:31]=[CH:30][C:29]([O:32][CH2:33][CH2:34][N:35]4[CH2:36][CH2:37][CH2:38][CH2:39][CH2:40]4)=[CH:28][CH:27]=3)=[C:14]([C:11]3[CH:10]=[CH:9][C:8]([C:7]([NH:6][CH2:2][CH:3]([CH3:5])[CH3:4])=[O:41])=[CH:13][CH:12]=3)[S:18][C:17]=2[CH:19]=1. (5) The reactants are [CH3:1][N:2]1[C:10]2[NH:9][C:8](=[O:11])[N:7]([CH3:12])[C:6]=2[C:5](=[O:13])[NH:4][C:3]1=[O:14].[H-].[Na+].[C:17]([O:23][CH2:24]Cl)(=[O:22])[C:18]([CH3:21])([CH3:20])[CH3:19].O. The catalyst is CS(C)=O. The product is [C:17]([O:23][CH2:24][N:9]1[C:8](=[O:11])[N:7]([CH3:12])[C:6]2[C:5](=[O:13])[NH:4][C:3](=[O:14])[N:2]([CH3:1])[C:10]1=2)(=[O:22])[C:18]([CH3:21])([CH3:20])[CH3:19]. The yield is 0.280. (6) The reactants are [Cl-].[Al+3].[Cl-].[Cl-].C[O:6][C:7]1[CH:23]=[CH:22][C:10]2[CH2:11][CH:12]([CH2:17][C:18]([O:20][CH3:21])=[O:19])[C:13](=[O:16])[NH:14][CH2:15][C:9]=2[CH:8]=1.C(S)C. The catalyst is C(Cl)Cl. The product is [OH:6][C:7]1[CH:23]=[CH:22][C:10]2[CH2:11][CH:12]([CH2:17][C:18]([O:20][CH3:21])=[O:19])[C:13](=[O:16])[NH:14][CH2:15][C:9]=2[CH:8]=1. The yield is 0.910. (7) The reactants are [CH3:1][O:2][C:3](=[O:16])[C:4]1[CH:9]=[C:8](I)[C:7]([C:11]([F:14])([F:13])[F:12])=[CH:6][C:5]=1[NH2:15].[N:17]1[CH:22]=[C:21](B(O)O)[CH:20]=[N:19][CH:18]=1.C(Cl)Cl.C([O-])([O-])=O.[Cs+].[Cs+]. The catalyst is COCCOC.C1C=CC(P(C2C=CC=CC=2)[C-]2C=CC=C2)=CC=1.C1C=CC(P(C2C=CC=CC=2)[C-]2C=CC=C2)=CC=1.Cl[Pd]Cl.[Fe+2]. The product is [CH3:1][O:2][C:3](=[O:16])[C:4]1[CH:9]=[C:8]([C:21]2[CH:22]=[N:17][CH:18]=[N:19][CH:20]=2)[C:7]([C:11]([F:14])([F:13])[F:12])=[CH:6][C:5]=1[NH2:15]. The yield is 0.410. (8) The reactants are [O:1]1[CH:5]=[CH:4][C:3]([CH:6]2[C:15](=O)[C:14]3[C:13]([C:17]([O:19]CC)=O)=[CH:12][CH:11]=[CH:10][C:9]=3[NH:8][CH:7]2[C:22]2[CH:27]=[CH:26][CH:25]=[CH:24][CH:23]=2)=[CH:2]1.O.[NH2:29][NH2:30]. The catalyst is CO. The product is [O:1]1[CH:5]=[CH:4][C:3]([CH:6]2[C:15]3=[N:29][NH:30][C:17](=[O:19])[C:13]4[CH:12]=[CH:11][CH:10]=[C:9]([C:14]=43)[NH:8][CH:7]2[C:22]2[CH:23]=[CH:24][CH:25]=[CH:26][CH:27]=2)=[CH:2]1. The yield is 0.0700.